Dataset: Forward reaction prediction with 1.9M reactions from USPTO patents (1976-2016). Task: Predict the product of the given reaction. (1) The product is: [C:6]1([CH2:7][C@H:8]2[CH2:13][CH2:12][C@H:11]([CH2:14][NH:15][C:16](=[O:22])[O:17][C:18]([CH3:21])([CH3:20])[CH3:19])[CH2:10][CH2:9]2)[N:26]2[C:27]3[CH:33]=[CH:32][NH:31][C:28]=3[N:29]=[CH:30][C:25]2=[N:24][N:23]=1. Given the reactants S(Cl)(Cl)=O.O=[C:6]([NH:23][NH:24][C:25]1[N:26]=[C:27]2[CH:33]=[CH:32][N:31](S(C3C=CC(C)=CC=3)(=O)=O)[C:28]2=[N:29][CH:30]=1)[CH2:7][C@H:8]1[CH2:13][CH2:12][C@H:11]([CH2:14][NH:15][C:16](=[O:22])[O:17][C:18]([CH3:21])([CH3:20])[CH3:19])[CH2:10][CH2:9]1.C([O-])([O-])=O.[Na+].[Na+].[OH-].[Na+], predict the reaction product. (2) Given the reactants C(O[C:5](=[O:7])[CH3:6])(=O)C.[N+:8]([C:11]1[CH:16]=[C:15]([N+:17]([O-:19])=[O:18])[CH:14]=[CH:13][C:12]=1[S:20][C:21]1[CH:27]=[CH:26][CH:25]=[CH:24][C:22]=1[NH2:23])([O-:10])=[O:9], predict the reaction product. The product is: [N+:8]([C:11]1[CH:16]=[C:15]([N+:17]([O-:19])=[O:18])[CH:14]=[CH:13][C:12]=1[S:20][C:21]1[CH:27]=[CH:26][CH:25]=[CH:24][C:22]=1[NH:23][C:5](=[O:7])[CH3:6])([O-:10])=[O:9]. (3) Given the reactants [F:1][C:2]1[CH:7]=[C:6]([C:8]2[CH:13]=[CH:12][CH:11]=[CH:10][N:9]=2)[CH:5]=[CH:4][C:3]=1[C:14]1[O:15][C:16]2[C:22]([C:23]([NH2:25])=[O:24])=[CH:21][CH:20]=[CH:19][C:17]=2[N:18]=1.[H][H], predict the reaction product. The product is: [F:1][C:2]1[CH:7]=[C:6]([CH:8]2[CH2:13][CH2:12][CH2:11][CH2:10][NH:9]2)[CH:5]=[CH:4][C:3]=1[C:14]1[O:15][C:16]2[C:22]([C:23]([NH2:25])=[O:24])=[CH:21][CH:20]=[CH:19][C:17]=2[N:18]=1. (4) Given the reactants C([C@@](C(O)=O)(O)[C@@](C(=O)C1C=CC=CC=1)(O)C(O)=O)(=O)C1C=CC=CC=1.[CH3:27][N:28]([CH3:48])[CH2:29][CH2:30][C@H:31]([O:37][C:38]1[C:47]2[C:42](=[CH:43][CH:44]=[CH:45][CH:46]=2)[CH:41]=[CH:40][CH:39]=1)[C:32]1[S:33][CH:34]=[CH:35][CH:36]=1.N, predict the reaction product. The product is: [CH3:48][N:28]([CH3:27])[CH2:29][CH2:30][C@H:31]([O:37][C:38]1[C:47]2[C:42](=[CH:43][CH:44]=[CH:45][CH:46]=2)[CH:41]=[CH:40][CH:39]=1)[C:32]1[S:33][CH:34]=[CH:35][CH:36]=1. (5) Given the reactants [F:1][C:2]1[CH:7]=[CH:6][C:5]([C:8]2[N:9]=[CH:10][O:11][C:12]=2[CH2:13][N:14]2[CH2:19][CH2:18][CH:17]([NH:20][C:21](=[O:23])[CH3:22])[CH2:16][CH2:15]2)=[CH:4][CH:3]=1.I[C:25]1[CH:26]=[C:27]([C:31]([F:34])([F:33])[F:32])[CH:28]=[CH:29][CH:30]=1.C1(P(C2C=CC=CC=2)C2C=CC=CC=2)C=CC=CC=1, predict the reaction product. The product is: [F:1][C:2]1[CH:7]=[CH:6][C:5]([C:8]2[N:9]=[C:10]([C:25]3[CH:30]=[CH:29][CH:28]=[C:27]([C:31]([F:34])([F:33])[F:32])[CH:26]=3)[O:11][C:12]=2[CH2:13][N:14]2[CH2:15][CH2:16][CH:17]([NH:20][C:21](=[O:23])[CH3:22])[CH2:18][CH2:19]2)=[CH:4][CH:3]=1. (6) Given the reactants [NH2:1][S:2]([C:5]1[CH:10]=[CH:9][CH:8]=[CH:7][C:6]=1[C:11]1[CH:16]=[CH:15][C:14]([CH2:17][N:18]2[C:22]([C:23]([O:25][CH2:26][CH3:27])=[O:24])=[C:21](SC)[N:20]=[C:19]2[CH2:30][CH2:31][CH2:32][CH3:33])=[CH:13][CH:12]=1)(=[O:4])=[O:3], predict the reaction product. The product is: [NH2:1][S:2]([C:5]1[CH:10]=[CH:9][CH:8]=[CH:7][C:6]=1[C:11]1[CH:16]=[CH:15][C:14]([CH2:17][N:18]2[C:22]([C:23]([O:25][CH2:26][CH3:27])=[O:24])=[CH:21][N:20]=[C:19]2[CH2:30][CH2:31][CH2:32][CH3:33])=[CH:13][CH:12]=1)(=[O:3])=[O:4]. (7) Given the reactants [Cl:1][C:2]1[CH:3]=[C:4]([NH:8][C:9]2[N:14]=[C:13]([C:15]3[CH:20]=[CH:19][N:18]=[C:17](Cl)[CH:16]=3)[N:12]=[CH:11][N:10]=2)[CH:5]=[CH:6][CH:7]=1.[CH3:22][O:23][CH2:24][CH:25]([NH2:27])[CH3:26].C1(P(C2C=CC=CC=2)C2C=CC3C(=CC=CC=3)C=2C2C3C(=CC=CC=3)C=CC=2P(C2C=CC=CC=2)C2C=CC=CC=2)C=CC=CC=1.CC(C)([O-])C.[Na+], predict the reaction product. The product is: [Cl:1][C:2]1[CH:3]=[C:4]([NH:8][C:9]2[N:14]=[C:13]([C:15]3[CH:20]=[CH:19][N:18]=[C:17]([NH:27][CH:25]([CH3:26])[CH2:24][O:23][CH3:22])[CH:16]=3)[N:12]=[CH:11][N:10]=2)[CH:5]=[CH:6][CH:7]=1. (8) Given the reactants [F:1][C:2]([F:20])([F:19])[C:3]([N:5]1[CH2:10][CH2:9][N:8]([C:11]2[CH:16]=[CH:15][CH:14]=[CH:13][C:12]=2[O:17][CH3:18])[CH2:7][CH2:6]1)=[O:4].[Cl:21][S:22](O)(=[O:24])=[O:23], predict the reaction product. The product is: [CH3:18][O:17][C:12]1[CH:13]=[CH:14][C:15]([S:22]([Cl:21])(=[O:24])=[O:23])=[CH:16][C:11]=1[N:8]1[CH2:7][CH2:6][N:5]([C:3](=[O:4])[C:2]([F:1])([F:19])[F:20])[CH2:10][CH2:9]1. (9) Given the reactants N[C:2]1[C:12]([Br:13])=[CH:11][C:10]([CH3:14])=[CH:9][C:3]=1[C:4]([O:6][CH2:7][CH3:8])=[O:5].FC(F)(F)C(O)=O.N(OCCC(C)C)=O.[PH2](O)=O, predict the reaction product. The product is: [Br:13][C:12]1[CH:2]=[C:3]([CH:9]=[C:10]([CH3:14])[CH:11]=1)[C:4]([O:6][CH2:7][CH3:8])=[O:5]. (10) Given the reactants ClC(Cl)(Cl)C(Cl)(Cl)Cl.[F:9][C:10]1[CH:11]=[CH:12][C:13]([NH:16][NH:17][C:18]([C@@H:20]2[CH2:25][CH2:24][CH2:23][CH2:22][N:21]2[CH3:26])=O)=[N:14][CH:15]=1.C(N(CC)CC)C.C1(P(C2C=CC=CC=2)C2C=CC=CC=2)C=CC=CC=1, predict the reaction product. The product is: [F:9][C:10]1[CH:11]=[CH:12][C:13]2[N:14]([C:18]([C@@H:20]3[CH2:25][CH2:24][CH2:23][CH2:22][N:21]3[CH3:26])=[N:17][N:16]=2)[CH:15]=1.